From a dataset of Reaction yield outcomes from USPTO patents with 853,638 reactions. Predict the reaction yield, written as a fraction of the theoretical maximum amount of product (1.0 means a 100% yield; for example, 0.34 means a 34% yield). (1) The reactants are [CH:1]1([CH:4]=[N:5][S@@:6]([C:8]([CH3:11])([CH3:10])[CH3:9])=[O:7])[CH2:3][CH2:2]1.C1([O-])C=CC=CC=1.[CH2:19]([N+:23](CCCC)(CCCC)CCCC)[CH2:20]CC.C[Si](CC#N)(C)C.[Cl-].[NH4+]. The catalyst is O1CCCC1.O.C(OCC)(=O)C. The product is [C:19]([CH2:20][C@@H:4]([NH:5][S@@:6]([C:8]([CH3:11])([CH3:10])[CH3:9])=[O:7])[CH:1]1[CH2:2][CH2:3]1)#[N:23]. The yield is 0.380. (2) The reactants are [CH3:1][O:2][C:3]1[C:8]([CH3:9])=[CH:7][C:6]([N+:10]([O-])=O)=[CH:5][N:4]=1. The catalyst is CO. The yield is 0.930. The product is [CH3:1][O:2][C:3]1[N:4]=[CH:5][C:6]([NH2:10])=[CH:7][C:8]=1[CH3:9]. (3) The reactants are [F:1][C:2]1[CH:3]=[C:4]([CH:8]2[CH2:12][CH2:11][CH2:10][N:9]2[C:13]2[CH:18]=[CH:17][N:16]3[N:19]=[CH:20][C:21]([C:22](O)=[O:23])=[C:15]3[N:14]=2)[CH:5]=[N:6][CH:7]=1.Cl.[C:26]([NH:31][NH2:32])(=[O:30])[CH:27]([CH3:29])[CH3:28].CCN(C(C)C)C(C)C.CN(C(ON1N=NC2C=CC=NC1=2)=[N+](C)C)C.F[P-](F)(F)(F)(F)F. The catalyst is CN(C=O)C.O. The product is [F:1][C:2]1[CH:3]=[C:4]([CH:8]2[CH2:12][CH2:11][CH2:10][N:9]2[C:13]2[CH:18]=[CH:17][N:16]3[N:19]=[CH:20][C:21]([C:22]([NH:32][NH:31][C:26](=[O:30])[CH:27]([CH3:29])[CH3:28])=[O:23])=[C:15]3[N:14]=2)[CH:5]=[N:6][CH:7]=1. The yield is 0.830. (4) The product is [CH:19]1([S:25][CH2:2][C:3]2[N:4]=[C:5]([C:9]3[CH:18]=[CH:17][C:12]([C:13]([O:15][CH3:16])=[O:14])=[CH:11][CH:10]=3)[O:6][C:7]=2[CH3:8])[CH2:24][CH2:23][CH2:22][CH2:21][CH2:20]1. The catalyst is CN(C)C=O. The yield is 0.580. The reactants are Cl[CH2:2][C:3]1[N:4]=[C:5]([C:9]2[CH:18]=[CH:17][C:12]([C:13]([O:15][CH3:16])=[O:14])=[CH:11][CH:10]=2)[O:6][C:7]=1[CH3:8].[CH:19]1([SH:25])[CH2:24][CH2:23][CH2:22][CH2:21][CH2:20]1.C(=O)([O-])[O-].[Cs+].[Cs+]. (5) The reactants are [C:1]([O:5][C:6](=[O:19])[NH:7][C@H:8]([C:12]1[CH:17]=[C:16](Cl)[CH:15]=[CH:14][N:13]=1)[CH2:9][CH:10]=[CH2:11])([CH3:4])([CH3:3])[CH3:2].[NH2:20][NH2:21].[Al]. The catalyst is CCO. The product is [C:1]([O:5][C:6](=[O:19])[NH:7][C@H:8]([C:12]1[CH:17]=[C:16]([NH:20][NH2:21])[CH:15]=[CH:14][N:13]=1)[CH2:9][CH:10]=[CH2:11])([CH3:4])([CH3:3])[CH3:2]. The yield is 0.850. (6) The reactants are [C:1](Cl)(=[O:5])[O:2][CH2:3][CH3:4].[Br-:7].[NH2:8][C:9]1[CH:14]=[CH:13][C:12]([C:15](=[O:42])[CH2:16][N+:17]23[CH2:24][CH2:23][CH:20]([CH2:21][CH2:22]2)[C@@H:19]([O:25][C:26](=[O:41])[C@@H:27]([C:35]2[CH:40]=[CH:39][CH:38]=[CH:37][CH:36]=2)[NH:28][C:29]2[CH:34]=[CH:33][CH:32]=[CH:31][CH:30]=2)[CH2:18]3)=[CH:11][CH:10]=1. The catalyst is C(Cl)Cl. The product is [Br-:7].[CH2:3]([O:2][C:1]([NH:8][C:9]1[CH:14]=[CH:13][C:12]([C:15](=[O:42])[CH2:16][N+:17]23[CH2:22][CH2:21][CH:20]([CH2:23][CH2:24]2)[C@@H:19]([O:25][C:26](=[O:41])[C@@H:27]([C:35]2[CH:36]=[CH:37][CH:38]=[CH:39][CH:40]=2)[NH:28][C:29]2[CH:30]=[CH:31][CH:32]=[CH:33][CH:34]=2)[CH2:18]3)=[CH:11][CH:10]=1)=[O:5])[CH3:4]. The yield is 0.206. (7) The product is [CH2:12]([N:14]([CH2:18][CH3:19])[CH2:15][CH2:16][NH:17][C:31]([C:25]1[C:24](=[O:36])[C:23]2[C:28](=[CH:29][CH:30]=[C:21]([I:20])[CH:22]=2)[NH:27][CH:26]=1)=[O:32])[CH3:13]. The yield is 0.810. The reactants are C[Al](C)C.CCCCCCC.[CH2:12]([N:14]([CH2:18][CH3:19])[CH2:15][CH2:16][NH2:17])[CH3:13].[I:20][C:21]1[CH:22]=[C:23]2[C:28](=[CH:29][CH:30]=1)[NH:27][CH:26]=[C:25]([C:31](OCC)=[O:32])[C:24]2=[O:36].NC(C1C=CC2C(=CC=CC=2)N=1)=O. The catalyst is ClCCl.O. (8) The reactants are [N:1]1[CH:2]=[CH:3][N:4]2[C:9]=1[CH:8]=[CH:7][C:6]([O:10][C:11]1[CH:12]=[C:13]([CH:17]=[CH:18][CH:19]=1)[C:14]([OH:16])=O)=[N:5]2.[NH2:20][C:21]1[CH:26]=[CH:25][CH:24]=[CH:23][CH:22]=1.O.ON1C2C=CC=CC=2N=N1.Cl.CN(C)CCCN=C=NCC.C(N(CC)CC)C.[OH-].[Na+]. The product is [N:1]1[CH:2]=[CH:3][N:4]2[C:9]=1[CH:8]=[CH:7][C:6]([O:10][C:11]1[CH:12]=[C:13]([CH:17]=[CH:18][CH:19]=1)[C:14]([NH:20][C:21]1[CH:26]=[CH:25][CH:24]=[CH:23][CH:22]=1)=[O:16])=[N:5]2. The yield is 0.740. The catalyst is CN(C)C=O.